Predict the reaction yield, written as a fraction of the theoretical maximum amount of product (1.0 means a 100% yield; for example, 0.34 means a 34% yield). From a dataset of Reaction yield outcomes from USPTO patents with 853,638 reactions. (1) The reactants are [Cl:1]/[C:2](/[C:12]([F:15])([F:14])[F:13])=[CH:3]\[CH:4]1[CH:6]([C:7](Cl)=[O:8])[C:5]1([CH3:11])[CH3:10].[OH:16][CH:17]([C:20]1[CH:25]=[CH:24][CH:23]=[C:22]([O:26][C:27]2[CH:32]=[CH:31][CH:30]=[CH:29][CH:28]=2)[CH:21]=1)[C:18]#[N:19].N1C=CC=CC=1. The catalyst is C1(C)C=CC=CC=1.C(OCC)(=O)C. The product is [Cl:1]/[C:2](/[C:12]([F:15])([F:14])[F:13])=[CH:3]\[CH:4]1[CH:6]([C:7]([O:16][CH:17]([C:18]#[N:19])[C:20]2[CH:25]=[CH:24][CH:23]=[C:22]([O:26][C:27]3[CH:28]=[CH:29][CH:30]=[CH:31][CH:32]=3)[CH:21]=2)=[O:8])[C:5]1([CH3:11])[CH3:10]. The yield is 0.620. (2) The reactants are [Cl:1][C:2]1[CH:7]=[CH:6][C:5]([C:8]([CH3:14])([CH3:13])[C:9]([NH:11][NH2:12])=[O:10])=[CH:4][CH:3]=1.[CH2:15]=[C:16]1[O:19][C:18](=[O:20])[CH2:17]1. The catalyst is O1CCCC1. The product is [Cl:1][C:2]1[CH:3]=[CH:4][C:5]([C:8]([CH3:14])([CH3:13])[C:9]([NH:11][NH:12][C:18](=[O:20])[CH2:17][C:16](=[O:19])[CH3:15])=[O:10])=[CH:6][CH:7]=1. The yield is 0.970. (3) The reactants are CC(OI1(OC(C)=O)(OC(C)=O)OC(=O)C2C=CC=CC1=2)=O.[OH:23][CH:24]([C:33]1[CH:40]=[CH:39][C:36]([CH:37]=[O:38])=[CH:35][CH:34]=1)[CH2:25][CH2:26][CH2:27][CH2:28][CH2:29][CH2:30][CH2:31][CH3:32]. The catalyst is C(Cl)Cl. The product is [C:24]([C:33]1[CH:40]=[CH:39][C:36]([CH:37]=[O:38])=[CH:35][CH:34]=1)(=[O:23])[CH2:25][CH2:26][CH2:27][CH2:28][CH2:29][CH2:30][CH2:31][CH3:32]. The yield is 0.880. (4) The reactants are [NH2:1][C:2]1[C:3]([CH3:13])=[CH:4][C:5]([CH2:11][CH3:12])=[C:6]([CH:10]=1)[C:7]([OH:9])=O.[F:14][C:15]1([C:21]2[CH:28]=[CH:27][C:24]([C:25]#[N:26])=[CH:23][CH:22]=2)[CH2:20][CH2:19][NH:18][CH2:17][CH2:16]1.CN(C(ON1N=NC2C=CC=CC1=2)=[N+](C)C)C.F[P-](F)(F)(F)(F)F.CCN(C(C)C)C(C)C. The catalyst is CN(C=O)C.O. The product is [NH2:1][C:2]1[C:3]([CH3:13])=[CH:4][C:5]([CH2:11][CH3:12])=[C:6]([CH:10]=1)[C:7]([N:18]1[CH2:19][CH2:20][C:15]([C:21]2[CH:28]=[CH:27][C:24]([C:25]#[N:26])=[CH:23][CH:22]=2)([F:14])[CH2:16][CH2:17]1)=[O:9]. The yield is 0.380.